Dataset: Full USPTO retrosynthesis dataset with 1.9M reactions from patents (1976-2016). Task: Predict the reactants needed to synthesize the given product. Given the product [CH:5]1[C:6]([C:7]2[S:15][C:14]3[CH:13]=[C:12]([OH:16])[CH:11]=[CH:10][C:9]=3[C:8]=2[C:17]([C:19]2[CH:24]=[CH:23][C:22]([O:25][CH2:26][CH2:27][N:28]3[CH2:33][CH2:32][CH2:31][CH2:30][CH2:29]3)=[CH:21][CH:20]=2)=[O:18])=[CH:1][CH:2]=[C:3]([OH:34])[CH:4]=1.[ClH:43], predict the reactants needed to synthesize it. The reactants are: [CH:1]1[C:6]([C:7]2[S:15][C:14]3[CH:13]=[C:12]([OH:16])[CH:11]=[CH:10][C:9]=3[C:8]=2[C:17]([C:19]2[CH:20]=[CH:21][C:22]([O:25][CH2:26][CH2:27][N:28]3[CH2:33][CH2:32][CH2:31][CH2:30][CH2:29]3)=[CH:23][CH:24]=2)=[O:18])=[CH:5][CH:4]=[C:3]([OH:34])[CH:2]=1.C([O-])(=O)C(C)O.C[Si](C)(C)[Cl:43].